Dataset: Full USPTO retrosynthesis dataset with 1.9M reactions from patents (1976-2016). Task: Predict the reactants needed to synthesize the given product. Given the product [Cl:23][C:20]1[CH:21]=[CH:22][C:17]2[N:18]([CH:8]=[CH:9][N:16]=2)[N:19]=1, predict the reactants needed to synthesize it. The reactants are: C(OC(O[CH2:8][CH3:9])CBr)C.Br.C(=O)(O)[O-].[Na+].[NH2:16][C:17]1[N:18]=[N:19][C:20]([Cl:23])=[CH:21][CH:22]=1.